Dataset: Catalyst prediction with 721,799 reactions and 888 catalyst types from USPTO. Task: Predict which catalyst facilitates the given reaction. (1) Reactant: Cl.[NH2:2][CH2:3][C:4]1[CH:5]=[CH:6][C:7]([C:10]([O:12][CH3:13])=[O:11])=[N:8][CH:9]=1.[F:14][C:15]1[CH:16]=[C:17]([CH:21]=[C:22]([F:24])[CH:23]=1)[C:18](O)=[O:19].C(N(CC)CC)C. Product: [F:14][C:15]1[CH:16]=[C:17]([CH:21]=[C:22]([F:24])[CH:23]=1)[C:18]([NH:2][CH2:3][C:4]1[CH:5]=[CH:6][C:7]([C:10]([O:12][CH3:13])=[O:11])=[N:8][CH:9]=1)=[O:19]. The catalyst class is: 9. (2) Reactant: [CH3:1][O:2][C:3](=[O:38])[CH2:4][CH2:5][CH2:6][O:7][C:8]1[CH:9]=[CH:10][C:11]2[O:15][C:14]([NH:16][CH:17]3[CH2:22][CH2:21][N:20]([CH2:23][C:24]4[CH:29]=[C:28]([O:30][CH2:31][CH3:32])[C:27](F)=[C:26](OCC)[CH:25]=4)[CH2:19][CH2:18]3)=[N:13][C:12]=2[CH:37]=1.[CH2:39]([O:41]C1C=C(C=CC=1OC)C=O)C.C([BH3-])#N.[Na+].C(N(C(C)C)C(C)C)C. Product: [CH3:1][O:2][C:3](=[O:38])[CH2:4][CH2:5][CH2:6][O:7][C:8]1[CH:9]=[CH:10][C:11]2[O:15][C:14]([NH:16][CH:17]3[CH2:18][CH2:19][N:20]([CH2:23][C:24]4[CH:25]=[CH:26][C:27]([O:41][CH3:39])=[C:28]([O:30][CH2:31][CH3:32])[CH:29]=4)[CH2:21][CH2:22]3)=[N:13][C:12]=2[CH:37]=1. The catalyst class is: 212. (3) Reactant: [F:1][C:2]1[CH:7]=[CH:6][CH:5]=[CH:4][C:3]=1[CH2:8][C:9]([NH:11][CH2:12][CH2:13][O:14][C:15]1[CH:20]=[CH:19][C:18]([CH:21]2[CH2:26][CH2:25][N:24]([C:27]([O:29][CH2:30][C:31]3[CH:36]=[CH:35][CH:34]=[CH:33][CH:32]=3)=[O:28])[CH2:23][CH:22]2[O:37][CH2:38][C:39]2[CH:40]=[CH:41][C:42]3[O:47][CH2:46][CH2:45][N:44]([CH2:48][CH2:49][CH2:50][O:51][CH3:52])[C:43]=3[CH:53]=2)=[CH:17][CH:16]=1)=O.B#B.O1CCCC1. Product: [F:1][C:2]1[CH:7]=[CH:6][CH:5]=[CH:4][C:3]=1[CH2:8][CH2:9][NH:11][CH2:12][CH2:13][O:14][C:15]1[CH:16]=[CH:17][C:18]([CH:21]2[CH2:26][CH2:25][N:24]([C:27]([O:29][CH2:30][C:31]3[CH:36]=[CH:35][CH:34]=[CH:33][CH:32]=3)=[O:28])[CH2:23][CH:22]2[O:37][CH2:38][C:39]2[CH:40]=[CH:41][C:42]3[O:47][CH2:46][CH2:45][N:44]([CH2:48][CH2:49][CH2:50][O:51][CH3:52])[C:43]=3[CH:53]=2)=[CH:19][CH:20]=1. The catalyst class is: 7. (4) Product: [CH3:16][O:15][CH:3]1[CH:2]([NH:1][C:24]([C:25]2[CH:30]=[CH:29][CH:28]=[CH:27][CH:26]=2)=[O:31])[CH2:7][CH2:6][N:5]([C:8]([O:10][C:11]([CH3:12])([CH3:13])[CH3:14])=[O:9])[CH2:4]1. The catalyst class is: 2. Reactant: [NH2:1][CH:2]1[CH2:7][CH2:6][N:5]([C:8]([O:10][C:11]([CH3:14])([CH3:13])[CH3:12])=[O:9])[CH2:4][CH:3]1[O:15][CH3:16].C(N(CC)CC)C.[C:24](Cl)(=[O:31])[C:25]1[CH:30]=[CH:29][CH:28]=[CH:27][CH:26]=1.O. (5) Reactant: [CH:1]1([CH2:7][NH:8][C:9]2[CH:14]=[CH:13][C:12]([NH:15][S:16]([C:19]3[CH:24]=[CH:23][CH:22]=[CH:21][CH:20]=3)(=[O:18])=[O:17])=[CH:11][C:10]=2[N+:25]([O-])=O)[CH2:6][CH2:5][CH2:4][CH2:3][CH2:2]1. Product: [NH2:25][C:10]1[CH:11]=[C:12]([NH:15][S:16]([C:19]2[CH:20]=[CH:21][CH:22]=[CH:23][CH:24]=2)(=[O:18])=[O:17])[CH:13]=[CH:14][C:9]=1[NH:8][CH2:7][CH:1]1[CH2:2][CH2:3][CH2:4][CH2:5][CH2:6]1. The catalyst class is: 78.